Predict the product of the given reaction. From a dataset of Forward reaction prediction with 1.9M reactions from USPTO patents (1976-2016). (1) Given the reactants [CH3:1][O:2][C:3]1[C:4]([N+:24]([O-])=O)=[C:5]([N:11]2[CH:15]=[C:14]([CH3:16])[N:13]=[C:12]2[C:17]2[CH:18]=[N:19][CH:20]=[CH:21][C:22]=2[CH3:23])[CH:6]=[C:7]([O:9][CH3:10])[CH:8]=1.C1COCC1.C([O-])=O.[NH4+], predict the reaction product. The product is: [CH3:1][O:2][C:3]1[CH:8]=[C:7]([O:9][CH3:10])[CH:6]=[C:5]([N:11]2[CH:15]=[C:14]([CH3:16])[N:13]=[C:12]2[C:17]2[CH:18]=[N:19][CH:20]=[CH:21][C:22]=2[CH3:23])[C:4]=1[NH2:24]. (2) Given the reactants [O:1]1[C:5]2[CH:6]=[CH:7][C:8]([CH2:10][CH:11]3[CH2:16][CH2:15][CH2:14][N:13](CC4C=CC=CC=4)[CH2:12]3)=[CH:9][C:4]=2[O:3][CH2:2]1, predict the reaction product. The product is: [O:1]1[C:5]2[CH:6]=[CH:7][C:8]([CH2:10][CH:11]3[CH2:16][CH2:15][CH2:14][NH:13][CH2:12]3)=[CH:9][C:4]=2[O:3][CH2:2]1. (3) The product is: [OH:21][CH2:20][C@H:19]([N:18]1[C:3]2=[N:4][C:5]([C:8]3[CH:17]=[CH:16][CH:15]=[C:14]4[C:9]=3[CH:10]=[CH:11][CH:12]=[N:13]4)=[CH:6][N:7]=[C:2]2[NH:1][C:38]1=[O:39])[C:22]1[CH:27]=[CH:26][CH:25]=[CH:24][CH:23]=1. Given the reactants [NH2:1][C:2]1[C:3]([NH:18][C@H:19]([C:22]2[CH:27]=[CH:26][CH:25]=[CH:24][CH:23]=2)[CH2:20][OH:21])=[N:4][C:5]([C:8]2[CH:17]=[CH:16][CH:15]=[C:14]3[C:9]=2[CH:10]=[CH:11][CH:12]=[N:13]3)=[CH:6][N:7]=1.NC1C(N[C@H](C2C=CC=CC=2)[CH2:38][OH:39])=NC(Br)=CN=1.N1C2C=CC=C(B(O)O)C=2C=CC=1.C(=O)([O-])[O-].[K+].[K+], predict the reaction product. (4) Given the reactants [Br:1][C:2]1[CH:8]=[CH:7][C:5]([NH2:6])=[C:4]([Cl:9])[CH:3]=1.C[Si]([N-][Si](C)(C)C)(C)C.[Na+].[C:20](O[C:20]([O:22][C:23]([CH3:26])([CH3:25])[CH3:24])=[O:21])([O:22][C:23]([CH3:26])([CH3:25])[CH3:24])=[O:21], predict the reaction product. The product is: [Br:1][C:2]1[CH:8]=[CH:7][C:5]([NH:6][C:20](=[O:21])[O:22][C:23]([CH3:26])([CH3:25])[CH3:24])=[C:4]([Cl:9])[CH:3]=1. (5) The product is: [OH:6][NH:5][C:3](=[O:4])[C:2]([CH3:1])([S:29]([CH3:32])(=[O:31])=[O:30])[CH2:13][CH2:14][N:15]1[CH:20]=[CH:19][C:18]([C:21]2[CH:22]=[CH:23][CH:24]=[CH:25][CH:26]=2)=[C:17]([CH3:27])[C:16]1=[O:28]. Given the reactants [CH3:1][C:2]([S:29]([CH3:32])(=[O:31])=[O:30])([CH2:13][CH2:14][N:15]1[CH:20]=[CH:19][C:18]([C:21]2[CH:26]=[CH:25][CH:24]=[CH:23][CH:22]=2)=[C:17]([CH3:27])[C:16]1=[O:28])[C:3]([NH:5][O:6]C1CCCCO1)=[O:4].Cl.CO, predict the reaction product. (6) Given the reactants [CH2:1]([O:8][C:9]1[CH:10]=[C:11]([OH:20])[C:12]([NH:16][C:17]([OH:19])=[O:18])=[C:13]([CH:15]=1)[OH:14])[C:2]1[CH:7]=[CH:6][CH:5]=[CH:4][CH:3]=1.[F:21][C:22]([S:25](O[S:25]([C:22]([F:24])([F:23])[F:21])(=[O:27])=[O:26])(=[O:27])=[O:26])([F:24])[F:23], predict the reaction product. The product is: [CH2:1]([O:8][C:9]1[CH:10]=[C:11]([O:20][S:25]([C:22]([F:24])([F:23])[F:21])(=[O:27])=[O:26])[C:12]([NH:16][C:17]([OH:19])=[O:18])=[C:13]([O:14][S:25]([C:22]([F:24])([F:23])[F:21])(=[O:27])=[O:26])[CH:15]=1)[C:2]1[CH:3]=[CH:4][CH:5]=[CH:6][CH:7]=1. (7) Given the reactants [CH3:1]C(C)([O-])C.[K+].[Cl:7][C:8]1[CH:13]=[CH:12][C:11]([CH:14]=O)=[CH:10][N:9]=1.[Cl-].[NH4+], predict the reaction product. The product is: [Cl:7][C:8]1[CH:13]=[CH:12][C:11]([CH:14]=[CH2:1])=[CH:10][N:9]=1. (8) Given the reactants C([O:5][C:6](=O)[N:7]([CH2:13][C:14]1[CH:19]=[CH:18][CH:17]=[CH:16][C:15]=1[C:20]([F:23])([F:22])[F:21])[N:8]1[CH:12]=[CH:11][CH:10]=[CH:9]1)(C)(C)C.[CH2:25]([O:27][C:28](=[O:40])[CH:29](C(OCC)=O)[C:30](OCC)=[O:31])[CH3:26], predict the reaction product. The product is: [CH2:25]([O:27][C:28]([C:29]1[C:6](=[O:5])[N:7]([CH2:13][C:14]2[CH:19]=[CH:18][CH:17]=[CH:16][C:15]=2[C:20]([F:22])([F:23])[F:21])[N:8]2[CH:12]=[CH:11][CH:10]=[C:9]2[C:30]=1[OH:31])=[O:40])[CH3:26]. (9) Given the reactants O[C:2]1[CH:7]=[CH:6][C:5]([S:8][C:9]([F:12])([F:11])[F:10])=[CH:4][C:3]=1[NH:13][C:14](=[O:21])[C:15]1[CH:20]=[CH:19][N:18]=[CH:17][CH:16]=1.O1CCCC1.C1(P(C2C=CC=CC=2)C2C=CC=CC=2)C=CC=CC=1.N(C(OCC)=O)=NC(OCC)=O, predict the reaction product. The product is: [N:18]1[CH:17]=[CH:16][C:15]([C:14]2[O:21][C:2]3[CH:7]=[CH:6][C:5]([S:8][C:9]([F:10])([F:11])[F:12])=[CH:4][C:3]=3[N:13]=2)=[CH:20][CH:19]=1.